From a dataset of Forward reaction prediction with 1.9M reactions from USPTO patents (1976-2016). Predict the product of the given reaction. (1) The product is: [Br:11][CH2:12][C:13]([N:4]1[CH2:5][CH2:6][CH2:7][C:2]([CH3:8])([CH3:1])[CH2:3]1)=[O:14]. Given the reactants [CH3:1][C:2]1([CH3:8])[CH2:7][CH2:6][CH2:5][NH:4][CH2:3]1.[OH-].[Na+].[Br:11][CH2:12][C:13](Cl)=[O:14], predict the reaction product. (2) Given the reactants [Cl:1][C:2]1[CH:3]=[C:4]([CH:12]([CH2:16][C@H:17]2[CH2:21][CH2:20][CH2:19][O:18]2)[C:13]([OH:15])=O)[CH:5]=[CH:6][C:7]=1[S:8]([CH3:11])(=[O:10])=[O:9].C(Cl)(=O)C(Cl)=O.[NH2:28][C:29]1[CH:33]=[CH:32][N:31]([CH2:34][C:35]([CH3:38])([OH:37])[CH3:36])[N:30]=1.N1C(C)=CC=CC=1C, predict the reaction product. The product is: [Cl:1][C:2]1[CH:3]=[C:4]([CH:12]([CH2:16][C@H:17]2[CH2:21][CH2:20][CH2:19][O:18]2)[C:13]([NH:28][C:29]2[CH:33]=[CH:32][N:31]([CH2:34][C:35]([OH:37])([CH3:36])[CH3:38])[N:30]=2)=[O:15])[CH:5]=[CH:6][C:7]=1[S:8]([CH3:11])(=[O:9])=[O:10]. (3) Given the reactants [CH3:1][O:2][C:3]1[CH:4]=[C:5]([C:13]2[CH:14]=[C:15]([OH:23])[C:16]3[CH:17]=[CH:18][CH:19]=[N:20][C:21]=3[CH:22]=2)[CH:6]=[C:7]([O:11][CH3:12])[C:8]=1[O:9][CH3:10].O[C@H:25]([C@H:27]1[CH2:31][N:30]([C@@H](C2C=CC=CC=2)C)[C:29](=[O:40])[CH2:28]1)[CH3:26].C1(P(C2C=CC=CC=2)C2C=CC=CC=2)C=CC=CC=1.C1C=CC(COC(/N=N/C(OCC2C=CC=CC=2)=O)=O)=CC=1, predict the reaction product. The product is: [CH3:1][O:2][C:3]1[CH:4]=[C:5]([C:13]2[CH:22]=[C:21]3[C:16]([CH:17]=[CH:18][CH:19]=[N:20]3)=[C:15]([O:23][C@@H:25]([C@H:27]3[CH2:31][NH:30][C:29](=[O:40])[CH2:28]3)[CH3:26])[CH:14]=2)[CH:6]=[C:7]([O:11][CH3:12])[C:8]=1[O:9][CH3:10].